This data is from Reaction yield outcomes from USPTO patents with 853,638 reactions. The task is: Predict the reaction yield, written as a fraction of the theoretical maximum amount of product (1.0 means a 100% yield; for example, 0.34 means a 34% yield). The yield is 0.750. The product is [CH3:1][Si:2]([CH3:9])([CH3:8])[C:3]1[S:4][C:5]([C:28]23[CH2:29][N:30]([C:32]([O:34][CH2:35][C:36]4[CH:41]=[CH:40][CH:39]=[CH:38][CH:37]=4)=[O:33])[CH2:31][CH:27]2[CH2:26][O:25][NH:24]3)=[CH:6][N:7]=1. The reactants are [CH3:1][Si:2]([CH3:9])([CH3:8])[C:3]1[S:4][CH:5]=[CH:6][N:7]=1.C([Li])CCC.B(F)(F)F.CCOCC.[N:24]1[O:25][CH2:26][C@@H:27]2[CH2:31][N:30]([C:32]([O:34][CH2:35][C:36]3[CH:41]=[CH:40][CH:39]=[CH:38][CH:37]=3)=[O:33])[CH2:29][C:28]=12. The catalyst is O1CCCC1.C1(C)C=CC=CC=1.